Dataset: Retrosynthesis with 50K atom-mapped reactions and 10 reaction types from USPTO. Task: Predict the reactants needed to synthesize the given product. (1) Given the product Cc1nc(N2CCCCC2)ccc1N1CCCn2c1nc1c(Cl)ccc(C(OC(F)F)C(F)(F)F)c12, predict the reactants needed to synthesize it. The reactants are: C1CCNCC1.Cc1nc(OS(=O)(=O)C(F)(F)F)ccc1N1CCCn2c1nc1c(Cl)ccc(C(OC(F)F)C(F)(F)F)c12. (2) The reactants are: CO[C@@H]1CCN(C(=O)OC(C)(C)C)C[C@H]1c1nccs1. Given the product CO[C@@H]1CCNC[C@H]1c1nccs1, predict the reactants needed to synthesize it. (3) Given the product Cc1c(F)cccc1Cc1c(-c2ccccc2)c2ccccn2c1C(=O)N1CCN(C(=O)OC(C)(C)C)[C@@H](CC=O)C1, predict the reactants needed to synthesize it. The reactants are: Cc1c(F)cccc1Cc1c(-c2ccccc2)c2ccccn2c1C(=O)N1CCN(C(=O)OC(C)(C)C)[C@@H](CCO)C1. (4) Given the product CN(C)C(=O)c1cc2cnc(Nc3ccc(C(=O)N4C[C@@H]5C[C@H]4C[C@H]5O)cn3)nc2n1C1CCCC1, predict the reactants needed to synthesize it. The reactants are: CN(C)C(=O)c1cc2cnc(Nc3ccc(C(=O)O)cn3)nc2n1C1CCCC1.O[C@@H]1C[C@@H]2C[C@H]1CN2. (5) The reactants are: C=CCc1cccc([N+](=O)[O-])c1O.CC#CCBr. Given the product C=CCc1cccc([N+](=O)[O-])c1OCC#CC, predict the reactants needed to synthesize it. (6) Given the product O=[N+]([O-])c1ccccc1NC[C@@H]1CCNC1, predict the reactants needed to synthesize it. The reactants are: CC(C)(C)OC(=O)N1CC[C@@H](CNc2ccccc2[N+](=O)[O-])C1.